From a dataset of Peptide-MHC class I binding affinity with 185,985 pairs from IEDB/IMGT. Regression. Given a peptide amino acid sequence and an MHC pseudo amino acid sequence, predict their binding affinity value. This is MHC class I binding data. (1) The peptide sequence is KVFPYALINK. The MHC is Mamu-A07 with pseudo-sequence Mamu-A07. The binding affinity (normalized) is 0. (2) The peptide sequence is EFKSRFFVM. The MHC is HLA-B44:02 with pseudo-sequence HLA-B44:02. The binding affinity (normalized) is 0.0847.